From a dataset of Catalyst prediction with 721,799 reactions and 888 catalyst types from USPTO. Predict which catalyst facilitates the given reaction. (1) Reactant: [C:1]1([C@H:7]2[CH2:12][CH2:11][C@H:10]([NH2:13])[CH2:9][CH2:8]2)[CH:6]=[CH:5][CH:4]=[CH:3][CH:2]=1.[Cl:14][C:15]1[CH:20]=[CH:19][C:18]([CH:21]([CH3:25])[C:22](O)=[O:23])=[CH:17][CH:16]=1.F[P-](F)(F)(F)(F)F.CN(C(N(C)C)=[N+]1C2C(=NC=CC=2)[N+]([O-])=N1)C. Product: [Cl:14][C:15]1[CH:16]=[CH:17][C:18]([CH:21]([CH3:25])[C:22]([NH:13][C@H:10]2[CH2:9][CH2:8][C@H:7]([C:1]3[CH:6]=[CH:5][CH:4]=[CH:3][CH:2]=3)[CH2:12][CH2:11]2)=[O:23])=[CH:19][CH:20]=1. The catalyst class is: 3. (2) Reactant: [H-].[Na+].[Br:3][C:4]1[C:5]([NH:10][C:11](=[O:13])[CH3:12])=[N:6][CH:7]=[CH:8][CH:9]=1.[H][H].[S:16]1[CH:20]=[CH:19][C:18]([C:21](Cl)=[O:22])=[CH:17]1. Product: [C:11]([N:10]([C:5]1[C:4]([Br:3])=[CH:9][CH:8]=[CH:7][N:6]=1)[C:21]([C:18]1[CH:19]=[CH:20][S:16][CH:17]=1)=[O:22])(=[O:13])[CH3:12]. The catalyst class is: 1. (3) Reactant: [CH3:1][N:2]([CH3:18])[CH2:3][C:4]([N:6]1[C:14]2[C:9](=[CH:10][C:11]([N+:15]([O-])=O)=[CH:12][CH:13]=2)[CH2:8][CH2:7]1)=[O:5].[H][H]. Product: [CH3:1][N:2]([CH3:18])[CH2:3][C:4]([N:6]1[C:14]2[C:9](=[CH:10][C:11]([NH2:15])=[CH:12][CH:13]=2)[CH2:8][CH2:7]1)=[O:5]. The catalyst class is: 43. (4) Reactant: [O:1]=[C:2]1[NH:7][CH2:6][CH2:5][N:4]([C:8]([O:10][C:11]([CH3:14])([CH3:13])[CH3:12])=[O:9])[CH2:3]1.[H-].[Na+].Br[CH2:18][CH:19]1[CH2:21][O:20]1. Product: [O:20]1[CH2:21][CH:19]1[CH2:18][N:7]1[CH2:6][CH2:5][N:4]([C:8]([O:10][C:11]([CH3:14])([CH3:13])[CH3:12])=[O:9])[CH2:3][C:2]1=[O:1]. The catalyst class is: 1. (5) Product: [OH:24][C@H:25]1[CH2:29][CH2:28][N:27]([C:30]([O:32][C:33]([CH3:36])([CH3:35])[CH3:34])=[O:31])[C@@H:26]1[CH3:37]. The catalyst class is: 1. Reactant: [F-].C([N+](CCCC)(CCCC)CCCC)CCC.CC([Si](C)(C)[O:24][C@H:25]1[CH2:29][CH2:28][N:27]([C:30]([O:32][C:33]([CH3:36])([CH3:35])[CH3:34])=[O:31])[C@@H:26]1[CH3:37])(C)C. (6) Reactant: Cl[C:2]1[N:10]=[C:9]2[C:5]([NH:6][CH:7]=[N:8]2)=[C:4](Cl)[N:3]=1.C(OCC)(=O)C.O1C=CCCC1.N1CCCC1. Product: [N:3]1[CH:4]=[C:5]2[C:9]([N:8]=[CH:7][NH:6]2)=[N:10][CH:2]=1. The catalyst class is: 66. (7) Reactant: [Cl:1][C:2]1[CH:45]=[CH:44][C:5]([CH2:6][C@H:7]([C:20]([N:22]2[CH:27]3[CH2:28][CH2:29][CH:23]2[CH2:24][CH:25]([N:30]([CH:38]2[CH2:43][CH2:42][CH2:41][CH2:40][CH2:39]2)[C:31]([N:33]([CH2:36][CH3:37])[CH2:34][CH3:35])=[O:32])[CH2:26]3)=[O:21])[NH:8][CH2:9][C@H:10]2[CH2:19][C:18]3[C:13](=[CH:14][CH:15]=[CH:16][CH:17]=3)[CH2:12][NH:11]2)=[CH:4][CH:3]=1.Cl. Product: [ClH:1].[Cl:1][C:2]1[CH:3]=[CH:4][C:5]([CH2:6][C@H:7]([C:20]([N:22]2[CH:23]3[CH2:29][CH2:28][CH:27]2[CH2:26][CH:25]([N:30]([CH:38]2[CH2:43][CH2:42][CH2:41][CH2:40][CH2:39]2)[C:31]([N:33]([CH2:34][CH3:35])[CH2:36][CH3:37])=[O:32])[CH2:24]3)=[O:21])[NH:8][CH2:9][C@H:10]2[CH2:19][C:18]3[C:13](=[CH:14][CH:15]=[CH:16][CH:17]=3)[CH2:12][NH:11]2)=[CH:44][CH:45]=1. The catalyst class is: 269. (8) Reactant: [F:1][C:2]1[CH:37]=[CH:36][C:5]([CH2:6][NH:7][C:8]([C:10]2[N:11]=[C:12]3[C:18]4([NH:21][C:22](=[O:31])[C:23](=[O:30])[N:24]5[CH2:29][CH2:28][NH:27][CH2:26][CH2:25]5)[CH2:19][CH2:20][CH:15]([CH2:16][CH2:17]4)[CH2:14][N:13]3[C:32](=[O:35])[C:33]=2[OH:34])=[O:9])=[CH:4][CH:3]=1.C(N(CC)CC)C.[C:45](Cl)(=[O:47])[CH3:46].CNC. Product: [C:45]([N:27]1[CH2:26][CH2:25][N:24]([C:23](=[O:30])[C:22]([NH:21][C:18]23[CH2:19][CH2:20][CH:15]([CH2:16][CH2:17]2)[CH2:14][N:13]2[C:32](=[O:35])[C:33]([OH:34])=[C:10]([C:8]([NH:7][CH2:6][C:5]4[CH:4]=[CH:3][C:2]([F:1])=[CH:37][CH:36]=4)=[O:9])[N:11]=[C:12]32)=[O:31])[CH2:29][CH2:28]1)(=[O:47])[CH3:46]. The catalyst class is: 61. (9) Reactant: Cl.[NH2:2][C:3]1[CH:4]=[N:5][C:6]2[C:11]([C:12]=1[OH:13])=[CH:10][CH:9]=[CH:8][CH:7]=2.[C:14](OC(=O)CC)(=O)[CH2:15][CH3:16].[OH-].[Na+]. Product: [CH2:15]([C:16]1[O:13][C:12]2[C:11]3[CH:10]=[CH:9][CH:8]=[CH:7][C:6]=3[N:5]=[CH:4][C:3]=2[N:2]=1)[CH3:14]. The catalyst class is: 6. (10) Reactant: C[O:2][C:3]([C:5]1[CH:10]=[C:9]([NH:11][CH2:12][CH2:13][C:14]2[CH:19]=[CH:18][C:17]([O:20][CH3:21])=[CH:16][CH:15]=2)[N:8]=[C:7]([Cl:22])[N:6]=1)=O.[BH4-].[Li+].C1COCC1. Product: [Cl:22][C:7]1[N:6]=[C:5]([CH2:3][OH:2])[CH:10]=[C:9]([NH:11][CH2:12][CH2:13][C:14]2[CH:15]=[CH:16][C:17]([O:20][CH3:21])=[CH:18][CH:19]=2)[N:8]=1. The catalyst class is: 216.